The task is: Regression. Given two drug SMILES strings and cell line genomic features, predict the synergy score measuring deviation from expected non-interaction effect.. This data is from NCI-60 drug combinations with 297,098 pairs across 59 cell lines. Drug 2: COC1=C2C(=CC3=C1OC=C3)C=CC(=O)O2. Cell line: U251. Synergy scores: CSS=16.5, Synergy_ZIP=12.6, Synergy_Bliss=9.95, Synergy_Loewe=-13.6, Synergy_HSA=1.86. Drug 1: CNC(=O)C1=CC=CC=C1SC2=CC3=C(C=C2)C(=NN3)C=CC4=CC=CC=N4.